From a dataset of Full USPTO retrosynthesis dataset with 1.9M reactions from patents (1976-2016). Predict the reactants needed to synthesize the given product. (1) Given the product [Br:12][CH2:8][C:6]1[CH:5]=[CH:4][N:3]=[C:2]([Cl:1])[CH:7]=1, predict the reactants needed to synthesize it. The reactants are: [Cl:1][C:2]1[CH:7]=[C:6]([CH2:8]O)[CH:5]=[CH:4][N:3]=1.S(Br)([Br:12])=O. (2) Given the product [CH3:1][O:2][C:3]([C:5]1[N:6]([CH3:38])[C:7]2[C:8]3[C:12]([CH2:13][CH2:14][C:15]=2[CH:16]=1)=[N:11][N:10]([C:17]([C:30]1[CH:31]=[CH:32][CH:33]=[CH:34][CH:35]=1)([C:18]1[CH:23]=[CH:22][CH:21]=[CH:20][CH:19]=1)[C:24]1[CH:25]=[CH:26][CH:27]=[CH:28][CH:29]=1)[CH:9]=3)=[O:4], predict the reactants needed to synthesize it. The reactants are: [CH3:1][O:2][C:3]([C:5]1[NH:6][C:7]2[C:8]3[C:12]([CH2:13][CH2:14][C:15]=2[CH:16]=1)=[N:11][N:10]([C:17]([C:30]1[CH:35]=[CH:34][CH:33]=[CH:32][CH:31]=1)([C:24]1[CH:29]=[CH:28][CH:27]=[CH:26][CH:25]=1)[C:18]1[CH:23]=[CH:22][CH:21]=[CH:20][CH:19]=1)[CH:9]=3)=[O:4].[H-].[Na+].[CH3:38]I. (3) Given the product [C:1]([N:4]([C:33]1[CH:34]=[CH:35][CH:36]=[CH:37][CH:38]=1)[C@H:5]1[C:14]2[C:9](=[CH:10][CH:11]=[CH:12][CH:13]=2)[N:8]([C:15]([C:17]2[CH:31]=[CH:30][C:20]([O:21][CH2:22][CH2:23][C:24]([CH3:29])([CH3:28])[C:25]([OH:27])=[O:26])=[CH:19][CH:18]=2)=[O:16])[C@@H:7]([CH3:32])[CH2:6]1)(=[O:3])[CH3:2], predict the reactants needed to synthesize it. The reactants are: [C:1]([N:4]([C:33]1[CH:38]=[CH:37][C:36](Cl)=[CH:35][CH:34]=1)[CH:5]1[C:14]2[C:9](=[CH:10][CH:11]=[CH:12][CH:13]=2)[N:8]([C:15]([C:17]2[CH:31]=[CH:30][C:20]([O:21][CH2:22][CH2:23][C:24]([CH3:29])([CH3:28])[C:25]([OH:27])=[O:26])=[CH:19][CH:18]=2)=[O:16])[CH:7]([CH3:32])[CH2:6]1)(=[O:3])[CH3:2]. (4) Given the product [F:1][C:2]1[CH:3]=[C:4]([CH:16]=[C:17]([F:19])[CH:18]=1)[CH2:5][N:6]1[C:14]2[C:9](=[CH:10][CH:11]=[C:12]([NH2:15])[CH:13]=2)[C:8]([S:29][C:24]2[CH:25]=[CH:26][CH:27]=[CH:28][C:23]=2[N+:20]([O-:22])=[O:21])=[CH:7]1, predict the reactants needed to synthesize it. The reactants are: [F:1][C:2]1[CH:3]=[C:4]([CH:16]=[C:17]([F:19])[CH:18]=1)[CH2:5][N:6]1[C:14]2[C:9](=[CH:10][CH:11]=[C:12]([NH2:15])[CH:13]=2)[CH:8]=[CH:7]1.[N+:20]([C:23]1[CH:28]=[CH:27][CH:26]=[CH:25][C:24]=1[S:29]Cl)([O-:22])=[O:21]. (5) Given the product [CH3:47][C:46]([CH3:48])=[CH:45][CH2:44][O:21][C:14]1[CH:13]=[C:12]([O:22][CH2:23][O:24][CH3:25])[CH:11]=[C:10]2[C:15]=1[C:16](=[O:20])[C:17]([O:18][CH3:19])=[C:8]([C:5]1[CH:4]=[CH:3][C:2]([Cl:1])=[CH:7][CH:6]=1)[O:9]2, predict the reactants needed to synthesize it. The reactants are: [Cl:1][C:2]1[CH:7]=[CH:6][C:5]([C:8]2[O:9][C:10]3[C:15]([C:16](=[O:20])[C:17]=2[O:18][CH3:19])=[C:14]([OH:21])[CH:13]=[C:12]([O:22][CH2:23][O:24][CH3:25])[CH:11]=3)=[CH:4][CH:3]=1.[OH-].C([N+](CCCC)(CCCC)CCCC)CCC.[CH2:44](Br)[CH:45]=[C:46]([CH3:48])[CH3:47]. (6) Given the product [Br:18][C:17]1[C:12]2=[N:11][C:1]([CH2:2][CH3:3])=[CH:5][C:6](=[O:8])[N:13]2[CH:14]=[CH:15][CH:16]=1, predict the reactants needed to synthesize it. The reactants are: [C:1]([CH2:5][C:6]([O:8]CC)=O)(=O)[CH2:2][CH3:3].[NH2:11][C:12]1[C:17]([Br:18])=[CH:16][CH:15]=[CH:14][N:13]=1.[OH-].[Na+].